Task: Predict which catalyst facilitates the given reaction.. Dataset: Catalyst prediction with 721,799 reactions and 888 catalyst types from USPTO Reactant: [C:1]([C:3]1[CH:22]=[C:21]([C:23]2[CH:28]=[CH:27][N:26]=[C:25]3[N:29](S(C4C=CC=CC=4)(=O)=O)[C:30]([C:32]4[CH:37]=[CH:36][C:35]([N:38]5[CH2:43][CH2:42][O:41][CH2:40][CH2:39]5)=[CH:34][CH:33]=4)=[N:31][C:24]=23)[CH:20]=[CH:19][C:4]=1[O:5][CH:6]1[CH2:11][CH2:10][N:9](C(OC(C)(C)C)=O)[CH2:8][CH2:7]1)#[N:2].Cl. Product: [O:41]1[CH2:42][CH2:43][N:38]([C:35]2[CH:34]=[CH:33][C:32]([C:30]3[NH:29][C:25]4=[N:26][CH:27]=[CH:28][C:23]([C:21]5[CH:20]=[CH:19][C:4]([O:5][CH:6]6[CH2:11][CH2:10][NH:9][CH2:8][CH2:7]6)=[C:3]([CH:22]=5)[C:1]#[N:2])=[C:24]4[N:31]=3)=[CH:37][CH:36]=2)[CH2:39][CH2:40]1. The catalyst class is: 4.